Dataset: Catalyst prediction with 721,799 reactions and 888 catalyst types from USPTO. Task: Predict which catalyst facilitates the given reaction. (1) Reactant: [O:1]1[C:6]2([CH2:11][CH2:10][N:9]([CH2:12][C:13]3[CH:14]=[C:15]([CH:54]=[CH:55][CH:56]=3)[CH2:16][CH2:17][O:18][CH2:19][CH2:20][C:21]([N:23]([CH2:30][CH2:31][N:32]([CH2:40][CH2:41][C:42]3[C:47]4[O:48][CH2:49][C:50](=[O:52])[NH:51][C:46]=4[C:45]([OH:53])=[CH:44][CH:43]=3)[C:33](=[O:39])[O:34][C:35]([CH3:38])([CH3:37])[CH3:36])[CH:24]3[CH2:29][CH2:28][CH2:27][CH2:26][CH2:25]3)=[O:22])[CH2:8][CH2:7]2)[CH2:5][NH:4][CH2:3][CH2:2]1.CCN(C(C)C)C(C)C.[Si:66](Cl)([C:69]([CH3:72])([CH3:71])[CH3:70])([CH3:68])[CH3:67].C(=O)(O)[O-].[Na+]. Product: [O:1]1[C:6]2([CH2:11][CH2:10][N:9]([CH2:12][C:13]3[CH:14]=[C:15]([CH:54]=[CH:55][CH:56]=3)[CH2:16][CH2:17][O:18][CH2:19][CH2:20][C:21]([N:23]([CH2:30][CH2:31][N:32]([CH2:40][CH2:41][C:42]3[C:47]4[O:48][CH2:49][C:50](=[O:52])[NH:51][C:46]=4[C:45]([O:53][Si:66]([C:69]([CH3:72])([CH3:71])[CH3:70])([CH3:68])[CH3:67])=[CH:44][CH:43]=3)[C:33](=[O:39])[O:34][C:35]([CH3:38])([CH3:36])[CH3:37])[CH:24]3[CH2:29][CH2:28][CH2:27][CH2:26][CH2:25]3)=[O:22])[CH2:8][CH2:7]2)[CH2:5][NH:4][CH2:3][CH2:2]1. The catalyst class is: 37. (2) Reactant: [CH3:1][O:2][C:3]([CH2:5][CH2:6][NH:7][S:8]([C:11]1[CH:19]=[CH:18][C:14]([C:15]([OH:17])=O)=[CH:13][CH:12]=1)(=[O:10])=[O:9])=[O:4].CCN=C=NCCCN(C)C.Cl.C1C=CC2N(O)N=NC=2C=1.O[NH:43][C:44]([C:46]1[CH:51]=[CH:50][C:49]([C:52]2[CH:57]=[CH:56][CH:55]=[CH:54][CH:53]=2)=[C:48]([C:58]([F:61])([F:60])[F:59])[CH:47]=1)=[NH:45]. Product: [CH3:1][O:2][C:3](=[O:4])[CH2:5][CH2:6][NH:7][S:8]([C:11]1[CH:12]=[CH:13][C:14]([C:15]2[O:17][N:45]=[C:44]([C:46]3[CH:51]=[CH:50][C:49]([C:52]4[CH:57]=[CH:56][CH:55]=[CH:54][CH:53]=4)=[C:48]([C:58]([F:59])([F:60])[F:61])[CH:47]=3)[N:43]=2)=[CH:18][CH:19]=1)(=[O:9])=[O:10]. The catalyst class is: 3.